From a dataset of Reaction yield outcomes from USPTO patents with 853,638 reactions. Predict the reaction yield, written as a fraction of the theoretical maximum amount of product (1.0 means a 100% yield; for example, 0.34 means a 34% yield). (1) The reactants are [CH2:1]([O:3][C:4](=[O:14])[C:5]1[CH:10]=[CH:9][C:8]([C:11]#[N:12])=[CH:7][C:6]=1[F:13])[CH3:2].[SH:15][CH:16]([CH3:20])[C:17](O)=[O:18].N1C=CC=CC=1. No catalyst specified. The product is [CH2:1]([O:3][C:4](=[O:14])[C:5]1[CH:10]=[CH:9][C:8]([C:11]2[S:15][C:16]([CH3:20])=[C:17]([OH:18])[N:12]=2)=[CH:7][C:6]=1[F:13])[CH3:2]. The yield is 0.670. (2) The reactants are [OH:1][C:2]1[CH:3]=[C:4]([CH:9]=[C:10]([O:12][CH3:13])[CH:11]=1)[C:5]([O:7][CH3:8])=[O:6].C([O-])([O-])=O.[K+].[K+].Br[CH2:21][CH2:22][O:23][CH2:24][C:25]1[CH:30]=[CH:29][CH:28]=[CH:27][CH:26]=1. The catalyst is CN(C=O)C.CCOC(C)=O. The product is [CH2:24]([O:23][CH2:22][CH2:21][O:1][C:2]1[CH:3]=[C:4]([CH:9]=[C:10]([O:12][CH3:13])[CH:11]=1)[C:5]([O:7][CH3:8])=[O:6])[C:25]1[CH:30]=[CH:29][CH:28]=[CH:27][CH:26]=1. The yield is 0.900. (3) No catalyst specified. The product is [CH2:1]([C:8]1[S:12][C:11]([NH:13][C:27](=[O:28])[C:26]2[CH:25]=[C:24]([O:23][CH3:22])[C:32]([O:33][CH3:34])=[C:31]([O:35][CH3:36])[CH:30]=2)=[N:10][C:9]=1[C:14]1[CH:15]=[CH:16][C:17]([O:20][CH3:21])=[CH:18][CH:19]=1)[C:2]1[CH:3]=[CH:4][CH:5]=[CH:6][CH:7]=1. The reactants are [CH2:1]([C:8]1[S:12][C:11]([NH2:13])=[N:10][C:9]=1[C:14]1[CH:19]=[CH:18][C:17]([O:20][CH3:21])=[CH:16][CH:15]=1)[C:2]1[CH:7]=[CH:6][CH:5]=[CH:4][CH:3]=1.[CH3:22][O:23][C:24]1[CH:25]=[C:26]([CH:30]=[C:31]([O:35][CH3:36])[C:32]=1[O:33][CH3:34])[C:27](Cl)=[O:28]. The yield is 0.617. (4) The reactants are [O:1]1CCCO[CH:2]1[C:7]1[CH:12]=[C:11]([O:13][CH2:14][CH2:15][CH2:16][CH:17]2[CH2:22][CH2:21][N:20]([CH3:23])[CH2:19][CH2:18]2)[CH:10]=[CH:9][C:8]=1[C:24]1[NH:28][C:27]2[CH:29]=[CH:30][C:31]([F:34])=[C:32]([CH3:33])[C:26]=2[N:25]=1.BrC1C=CC(OCCCC2CCN(C)CC2)=CC=1C1OCCCO1.C([Li])CCC.C([O-])(O)=O.[Na+].O1CCCOC1C1C=C(OCCCC2CCN(C)CC2)C=CC=1C=O.FC1C(C)=C(N)C(N)=CC=1. The catalyst is C1COCC1.CN(C=O)C.O. The product is [F:34][C:31]1[CH:30]=[CH:29][C:27]2[NH:28][C:24]([C:8]3[CH:9]=[CH:10][C:11]([O:13][CH2:14][CH2:15][CH2:16][CH:17]4[CH2:22][CH2:21][N:20]([CH3:23])[CH2:19][CH2:18]4)=[CH:12][C:7]=3[CH2:2][OH:1])=[N:25][C:26]=2[C:32]=1[CH3:33]. The yield is 0.770.